From a dataset of Catalyst prediction with 721,799 reactions and 888 catalyst types from USPTO. Predict which catalyst facilitates the given reaction. (1) Reactant: [H-].[Na+].[N:3]1([C:12]2[CH:19]=[CH:18][C:15]([C:16]#[N:17])=[CH:14][CH:13]=2)[C:7]2=[N:8][CH:9]=[CH:10][CH:11]=[C:6]2[CH:5]=[CH:4]1.[NH2:20][C:21]1[CH:22]=[N:23][CH:24]=[N:25][CH:26]=1.CCOC(C)=O. Product: [N:23]1[CH:22]=[C:21]([N:20]=[C:16]([NH2:17])[C:15]2[CH:14]=[CH:13][C:12]([N:3]3[C:7]4=[N:8][CH:9]=[CH:10][CH:11]=[C:6]4[CH:5]=[CH:4]3)=[CH:19][CH:18]=2)[CH:26]=[N:25][CH:24]=1. The catalyst class is: 16. (2) Reactant: [CH3:1][C@@H:2]1[C@H:6]([C:7]2[CH:12]=[CH:11][CH:10]=[CH:9][CH:8]=2)[O:5][C:4](=[O:13])[NH:3]1.[H-].[Na+].[CH2:16]([O:23][C:24](=[O:27])[CH2:25]Br)[C:17]1[CH:22]=[CH:21][CH:20]=[CH:19][CH:18]=1. Product: [CH2:16]([O:23][C:24](=[O:27])[CH2:25][N:3]1[C@H:2]([CH3:1])[C@H:6]([C:7]2[CH:12]=[CH:11][CH:10]=[CH:9][CH:8]=2)[O:5][C:4]1=[O:13])[C:17]1[CH:22]=[CH:21][CH:20]=[CH:19][CH:18]=1. The catalyst class is: 13. (3) Reactant: [H-].[Na+].[NH:3]1[C:11]2[C:6](=[CH:7][CH:8]=[CH:9][CH:10]=2)[C:5]2([C:23]3[C:14](=[CH:15][C:16]4[O:21][CH2:20][CH2:19][O:18][C:17]=4[CH:22]=3)[O:13][CH2:12]2)[C:4]1=[O:24].[CH2:25]([N:32]1[CH2:37][CH2:36][O:35][CH:34]([CH2:38]Cl)[CH2:33]1)[C:26]1[CH:31]=[CH:30][CH:29]=[CH:28][CH:27]=1.[I-].[K+]. Product: [CH2:25]([N:32]1[CH2:37][CH2:36][O:35][CH:34]([CH2:38][N:3]2[C:11]3[C:6](=[CH:7][CH:8]=[CH:9][CH:10]=3)[C:5]3([C:23]4[C:14](=[CH:15][C:16]5[O:21][CH2:20][CH2:19][O:18][C:17]=5[CH:22]=4)[O:13][CH2:12]3)[C:4]2=[O:24])[CH2:33]1)[C:26]1[CH:27]=[CH:28][CH:29]=[CH:30][CH:31]=1. The catalyst class is: 9. (4) Reactant: Br[C:2]1[CH:3]=[CH:4][C:5]([CH3:23])=[C:6]([CH:22]=1)[C:7]([NH:9][C:10]1[C:11]([CH3:21])=[C:12]([CH:17]=[CH:18][C:19]=1[CH3:20])[C:13]([O:15][CH3:16])=[O:14])=[O:8].[OH:24][CH2:25][C:26]1[CH:27]=[C:28](B(O)O)[CH:29]=[CH:30][CH:31]=1.C([O-])([O-])=O.[K+].[K+].C(Cl)Cl. Product: [OH:24][CH2:25][C:26]1[CH:31]=[C:30]([C:2]2[CH:3]=[CH:4][C:5]([CH3:23])=[C:6]([CH:22]=2)[C:7]([NH:9][C:10]2[C:11]([CH3:21])=[C:12]([CH:17]=[CH:18][C:19]=2[CH3:20])[C:13]([O:15][CH3:16])=[O:14])=[O:8])[CH:29]=[CH:28][CH:27]=1. The catalyst class is: 117. (5) The catalyst class is: 20. Product: [O:1]=[C:2]1[NH:7][C:6]2[N:8]=[CH:9][CH:10]=[CH:11][C:5]=2[C:4]2([CH2:19][C:18]3[C:13](=[CH:14][CH:15]=[C:16]([C:20]([OH:22])=[O:21])[CH:17]=3)[CH2:12]2)[O:3]1. Reactant: [O:1]=[C:2]1[NH:7][C:6]2[N:8]=[CH:9][CH:10]=[CH:11][C:5]=2[C:4]2([CH2:19][C:18]3[C:13](=[CH:14][CH:15]=[C:16]([C:20]([O:22]C)=[O:21])[CH:17]=3)[CH2:12]2)[O:3]1.O.[OH-].[Li+]. (6) Reactant: [NH2:1][CH2:2][C@H:3]1[C@H:9]([C:10]2[CH:15]=[CH:14][C:13]([Cl:16])=[C:12]([F:17])[CH:11]=2)[O:8][CH2:7][CH2:6][N:5]([C:18]([O:20][C:21]([CH3:24])([CH3:23])[CH3:22])=[O:19])[CH2:4]1.Cl[C:26]1[O:27][C:28]2[CH:34]=[CH:33][CH:32]=[CH:31][C:29]=2[N:30]=1.C(N(C(C)C)C(C)C)C. Product: [O:27]1[C:28]2[CH:34]=[CH:33][CH:32]=[CH:31][C:29]=2[N:30]=[C:26]1[NH:1][CH2:2][C@H:3]1[C@H:9]([C:10]2[CH:15]=[CH:14][C:13]([Cl:16])=[C:12]([F:17])[CH:11]=2)[O:8][CH2:7][CH2:6][N:5]([C:18]([O:20][C:21]([CH3:24])([CH3:23])[CH3:22])=[O:19])[CH2:4]1. The catalyst class is: 3. (7) Reactant: [Cl:1][C:2]1[CH:10]=[CH:9][CH:8]=[C:7]([Cl:11])[C:3]=1[CH:4]=[N:5][OH:6].ClN1C(=O)CCC1=O.[CH:20]1([C:25](=O)[CH2:26][C:27]([O:29][CH2:30][CH3:31])=[O:28])[CH2:24][CH2:23][CH2:22][CH2:21]1.[O-]CC.[Na+].C(O)C. Product: [CH:20]1([C:25]2[O:6][N:5]=[C:4]([C:3]3[C:2]([Cl:1])=[CH:10][CH:9]=[CH:8][C:7]=3[Cl:11])[C:26]=2[C:27]([O:29][CH2:30][CH3:31])=[O:28])[CH2:24][CH2:23][CH2:22][CH2:21]1. The catalyst class is: 782. (8) Reactant: [OH-:1].[K+].O[NH2:4].Cl.CO[C:8](=[O:40])/[CH:9]=[CH:10]/[C:11]1[CH:16]=[CH:15][C:14]([CH2:17][N:18]([CH2:30][CH2:31][O:32][Si:33]([C:36]([CH3:39])([CH3:38])[CH3:37])([CH3:35])[CH3:34])[CH2:19][CH2:20][C:21]2[C:29]3[C:24](=[CH:25][CH:26]=[CH:27][CH:28]=3)[NH:23][CH:22]=2)=[CH:13][CH:12]=1.ON.C(=O)=O. The catalyst class is: 5. Product: [OH:1][NH:4][C:8](=[O:40])/[CH:9]=[CH:10]/[C:11]1[CH:16]=[CH:15][C:14]([CH2:17][N:18]([CH2:30][CH2:31][O:32][Si:33]([C:36]([CH3:37])([CH3:38])[CH3:39])([CH3:35])[CH3:34])[CH2:19][CH2:20][C:21]2[C:29]3[C:24](=[CH:25][CH:26]=[CH:27][CH:28]=3)[NH:23][CH:22]=2)=[CH:13][CH:12]=1.